From a dataset of Catalyst prediction with 721,799 reactions and 888 catalyst types from USPTO. Predict which catalyst facilitates the given reaction. (1) Reactant: [CH2:1]([N:8]1[CH2:13][CH2:12][CH:11]([NH:14][CH:15]([C:19]2[CH:24]=[CH:23][CH:22]=[CH:21][C:20]=2[NH:25][C:26](=[O:31])C(Cl)(Cl)Cl)[CH:16]([CH3:18])[CH3:17])[CH2:10][CH2:9]1)[C:2]1[CH:7]=[CH:6][CH:5]=[CH:4][CH:3]=1.C(=O)([O-])[O-].[K+].[K+].C(OCC)(=O)C.C1(C)C=CC=CC=1. Product: [CH:16]([CH:15]1[C:19]2[C:20](=[CH:21][CH:22]=[CH:23][CH:24]=2)[NH:25][C:26](=[O:31])[N:14]1[CH:11]1[CH2:10][CH2:9][N:8]([CH2:1][C:2]2[CH:3]=[CH:4][CH:5]=[CH:6][CH:7]=2)[CH2:13][CH2:12]1)([CH3:17])[CH3:18]. The catalyst class is: 9. (2) Reactant: [CH3:1][O:2][C:3]1[CH:4]=[C:5]([CH:28]=[CH:29][CH:30]=1)[O:6][CH2:7][C@@H:8]1[CH2:17][CH2:16][C:15]2[CH:14]=[C:13]([C@H:18]3[CH2:27][CH2:26][C@@:20]4([NH:24]C(=O)[O:22][CH2:21]4)[CH2:19]3)[CH:12]=[CH:11][C:10]=2[CH2:9]1.O.O.[OH-].[Li+]. Product: [NH2:24][C@:20]1([CH2:21][OH:22])[CH2:26][CH2:27][C@H:18]([C:13]2[CH:12]=[CH:11][C:10]3[CH2:9][C@H:8]([CH2:7][O:6][C:5]4[CH:28]=[CH:29][CH:30]=[C:3]([O:2][CH3:1])[CH:4]=4)[CH2:17][CH2:16][C:15]=3[CH:14]=2)[CH2:19]1. The catalyst class is: 12. (3) Reactant: C([N:3]([CH2:6][CH3:7])CC)C.[CH3:8][S:9](Cl)(=[O:11])=[O:10].C[S-].[Na+].Cl[C:17]1[CH:18]=[C:19]([CH:24]=[CH:25]C=1)[C:20](OO)=O. Product: [CH3:8][S:9]([CH:24]([C:19]1[CH:20]=[CH:7][C:6]([NH2:3])=[CH:17][CH:18]=1)[CH3:25])(=[O:11])=[O:10]. The catalyst class is: 2. (4) Reactant: C[N:2]([CH3:19])[CH:3]=[CH:4][C:5](=O)[C:6]([CH3:17])([C:8]1[CH:13]=[CH:12][C:11]([N+:14]([O-:16])=[O:15])=[CH:10][CH:9]=1)[CH3:7].Cl.C(N)=[NH:22].CC[O-].[Na+]. Product: [CH3:17][C:6]([C:5]1[CH:4]=[CH:3][N:2]=[CH:19][N:22]=1)([C:8]1[CH:9]=[CH:10][C:11]([N+:14]([O-:16])=[O:15])=[CH:12][CH:13]=1)[CH3:7]. The catalyst class is: 238. (5) Reactant: [CH2:1]([O:8][C:9]1[CH:14]=[C:13]([O:15][CH2:16][C:17]2[CH:22]=[CH:21][CH:20]=[CH:19][CH:18]=2)[CH:12]=[C:11]([O:23][C:24]2[CH:29]=[CH:28][C:27]([N+:30]([O-:32])=[O:31])=[CH:26][CH:25]=2)[C:10]=1C(=O)C)[C:2]1[CH:7]=[CH:6][CH:5]=[CH:4][CH:3]=1.[NH2:36][OH:37].Cl.[CH3:39][C:40](O[Na])=O. Product: [CH2:1]([O:8][C:9]1[CH:14]=[C:13]([O:15][CH2:16][C:17]2[CH:18]=[CH:19][CH:20]=[CH:21][CH:22]=2)[CH:12]=[C:11]([O:23][C:24]2[CH:25]=[CH:26][C:27]([N+:30]([O-:32])=[O:31])=[CH:28][CH:29]=2)[C:10]=1[C:40](=[N:36][OH:37])[CH3:39])[C:2]1[CH:7]=[CH:6][CH:5]=[CH:4][CH:3]=1. The catalyst class is: 212. (6) Reactant: [C:1]([O:5][C:6](=[O:23])[NH:7][C:8]1([C:17](=[O:22])N(OC)C)[CH2:16][C:15]2[C:10](=[CH:11][CH:12]=[CH:13][CH:14]=2)[CH2:9]1)([CH3:4])([CH3:3])[CH3:2].[H-].[Al+3].[Li+].[H-].[H-].[H-].O.O.O.O.O.O.O.O.O.O.S([O-])([O-])(=O)=O.[Na+].[Na+]. Product: [C:1]([O:5][C:6](=[O:23])[NH:7][C:8]1([CH:17]=[O:22])[CH2:16][C:15]2[C:10](=[CH:11][CH:12]=[CH:13][CH:14]=2)[CH2:9]1)([CH3:4])([CH3:2])[CH3:3]. The catalyst class is: 1. (7) Reactant: C(N(CC)CC)C.[NH2:8][C:9]1[N:10]=[C:11]([C:26]2[CH:31]=[CH:30][CH:29]=[CH:28][CH:27]=2)[C:12]([C:16]2[CH:17]=[CH:18][C:19](=[O:25])[N:20]([CH:22]([CH3:24])[CH3:23])[N:21]=2)=[N:13][C:14]=1Br.[C:32]([C:34]1[N:38]([CH3:39])[CH:37]=[N:36][CH:35]=1)#[CH:33].O. Product: [NH2:8][C:9]1[N:10]=[C:11]([C:26]2[CH:31]=[CH:30][CH:29]=[CH:28][CH:27]=2)[C:12]([C:16]2[CH:17]=[CH:18][C:19](=[O:25])[N:20]([CH:22]([CH3:24])[CH3:23])[N:21]=2)=[N:13][C:14]=1[C:33]#[C:32][C:34]1[N:38]([CH3:39])[CH:37]=[N:36][CH:35]=1. The catalyst class is: 700. (8) Reactant: F[C:2]1[CH:7]=[C:6]([F:8])[CH:5]=[C:4]([F:9])[C:3]=1[N+:10]([O-:12])=[O:11].[Br:13][C:14]1[NH:15][CH:16]=[C:17]([CH3:19])[N:18]=1.C([O-])([O-])=O.[K+].[K+]. Product: [Br:13][C:14]1[N:15]([C:2]2[CH:7]=[C:6]([F:8])[CH:5]=[C:4]([F:9])[C:3]=2[N+:10]([O-:12])=[O:11])[CH:16]=[C:17]([CH3:19])[N:18]=1. The catalyst class is: 39.